This data is from Forward reaction prediction with 1.9M reactions from USPTO patents (1976-2016). The task is: Predict the product of the given reaction. The product is: [I-:16].[CH3:1][N+:2]1[C:7]([C:8]2[CH:13]=[CH:12][CH:11]=[CH:10][CH:9]=2)=[CH:6][S:5][CH2:4][C:3]=1[S:14][CH3:15]. Given the reactants [CH3:1][N:2]1[C:7]([C:8]2[CH:13]=[CH:12][CH:11]=[CH:10][CH:9]=2)=[CH:6][S:5][CH2:4][C:3]1=[S:14].[CH3:15][I:16], predict the reaction product.